This data is from Reaction yield outcomes from USPTO patents with 853,638 reactions. The task is: Predict the reaction yield, written as a fraction of the theoretical maximum amount of product (1.0 means a 100% yield; for example, 0.34 means a 34% yield). The reactants are [CH2:1]([CH:3]([C:6]1[C:7]2[N:8]([C:13](I)=[C:14]([CH3:16])[N:15]=2)[N:9]=[C:10]([CH3:12])[CH:11]=1)[CH2:4][CH3:5])[CH3:2].[CH3:18][C:19]1[C:23]2[CH:24]=[CH:25][CH:26]=[CH:27][C:22]=2[S:21][CH:20]=1.C1(P(C2C=CC=CC=2)C2C=CC=CC=2)C=CC=CC=1.C(=O)([O-])[O-].[Cs+].[Cs+]. The catalyst is C1C=CC(/C=C/C(/C=C/C2C=CC=CC=2)=O)=CC=1.C1C=CC(/C=C/C(/C=C/C2C=CC=CC=2)=O)=CC=1.C1C=CC(/C=C/C(/C=C/C2C=CC=CC=2)=O)=CC=1.[Pd].[Pd].CN(C=O)C. The product is [CH2:1]([CH:3]([C:6]1[C:7]2[N:8]([C:13]([C:20]3[S:21][C:22]4[CH:27]=[CH:26][CH:25]=[CH:24][C:23]=4[C:19]=3[CH3:18])=[C:14]([CH3:16])[N:15]=2)[N:9]=[C:10]([CH3:12])[CH:11]=1)[CH2:4][CH3:5])[CH3:2]. The yield is 0.800.